This data is from Aqueous solubility values for 9,982 compounds from the AqSolDB database. The task is: Regression/Classification. Given a drug SMILES string, predict its absorption, distribution, metabolism, or excretion properties. Task type varies by dataset: regression for continuous measurements (e.g., permeability, clearance, half-life) or binary classification for categorical outcomes (e.g., BBB penetration, CYP inhibition). For this dataset (solubility_aqsoldb), we predict Y. (1) The compound is CCCCCOC(=O)CCOCC. The Y is -2.20 log mol/L. (2) The drug is Fc1cc(F)c(F)cc1F. The Y is -2.38 log mol/L. (3) The compound is Nc1ccc(C(=O)O)cc1. The Y is -1.35 log mol/L. (4) The molecule is O=C1c2c(Cl)c(Cl)c(Cl)c(Cl)c2C2=Nc3cccc4cccc(c34)N12. The Y is -7.13 log mol/L. (5) The Y is -3.41 log mol/L. The compound is CCNP(=S)(OC)O/C(C)=C\C(=O)OC(C)C. (6) The compound is O=[W](=O)([O-])[O-].O=[W](=O)([O-])[O-].O=[W](=O)([O-])[O-].O=[W](=O)=O.O=[W](=O)=O.O=[W](=O)=O.O=[W](=O)=O.O=[W](=O)=O.O=[W](=O)=O.O=[W](=O)=O.O=[W](=O)=O.O=[W](=O)=O.[Na+].[Na+].[Na+].[Na+].[Na+].[Na+]. The Y is -0.472 log mol/L. (7) The molecule is CCCCCCC=O. The Y is -1.75 log mol/L.